From a dataset of Catalyst prediction with 721,799 reactions and 888 catalyst types from USPTO. Predict which catalyst facilitates the given reaction. (1) Reactant: [NH2:1][C:2]([CH3:7])([CH3:6])[CH2:3][CH2:4][OH:5].CCN(C(C)C)C(C)C.[Br:17][C:18]1[CH:23]=[CH:22][CH:21]=[CH:20][C:19]=1[S:24](Cl)(=[O:26])=[O:25]. Product: [Br:17][C:18]1[CH:23]=[CH:22][CH:21]=[CH:20][C:19]=1[S:24]([NH:1][C:2]([CH3:7])([CH3:6])[CH2:3][CH2:4][OH:5])(=[O:26])=[O:25]. The catalyst class is: 10. (2) Reactant: [CH2:1]([NH:8][C:9]1[C:10]2[N:19]=[CH:18][C:17]([Cl:20])=[CH:16][C:11]=2[N:12]=[C:13](Cl)[N:14]=1)[C:2]1[CH:7]=[CH:6][CH:5]=[CH:4][CH:3]=1.[CH2:21]([CH2:23][NH2:24])[OH:22].C(N(CC)CC)C. Product: [CH2:1]([NH:8][C:9]1[C:10]2[N:19]=[CH:18][C:17]([Cl:20])=[CH:16][C:11]=2[N:12]=[C:13]([NH:24][CH2:23][CH2:21][OH:22])[N:14]=1)[C:2]1[CH:7]=[CH:6][CH:5]=[CH:4][CH:3]=1. The catalyst class is: 12. (3) Reactant: C([Si](C)(C)[O:6][CH2:7][C@@H:8]1[C@@H:13]([O:14][CH2:15][C:16]2[CH:21]=[CH:20][CH:19]=[CH:18][CH:17]=2)[C@H:12]([O:22][CH2:23][C:24]2[CH:29]=[CH:28][CH:27]=[CH:26][CH:25]=2)[C@@H:11]([O:30][CH2:31][C:32]2[CH:37]=[CH:36][CH:35]=[CH:34][CH:33]=2)[C@@:10]([C:40]2[CH:45]=[CH:44][C:43]([Cl:46])=[C:42]([CH2:47][C:48]3[CH:53]=[CH:52][C:51]([O:54][CH3:55])=[C:50]([F:56])[C:49]=3[F:57])[CH:41]=2)([O:38][CH3:39])[O:9]1)(C)(C)C.[F-].C([N+](CCCC)(CCCC)CCCC)CCC.C(OCC)(=O)C. Product: [CH2:15]([O:14][C@H:13]1[C@H:12]([O:22][CH2:23][C:24]2[CH:25]=[CH:26][CH:27]=[CH:28][CH:29]=2)[C@@H:11]([O:30][CH2:31][C:32]2[CH:37]=[CH:36][CH:35]=[CH:34][CH:33]=2)[C@@:10]([C:40]2[CH:45]=[CH:44][C:43]([Cl:46])=[C:42]([CH2:47][C:48]3[CH:53]=[CH:52][C:51]([O:54][CH3:55])=[C:50]([F:56])[C:49]=3[F:57])[CH:41]=2)([O:38][CH3:39])[O:9][C@@H:8]1[CH2:7][OH:6])[C:16]1[CH:21]=[CH:20][CH:19]=[CH:18][CH:17]=1. The catalyst class is: 7. (4) Product: [O:21]=[C:6]1[C:7]2[C:8](=[N:9][CH:10]=[C:11]([C:13]3[CH:18]=[CH:17][CH:16]=[CH:15][CH:14]=3)[CH:12]=2)[CH:19]=[CH:20][C:4]2[CH:3]=[C:2]([NH:1][C:25](=[O:26])[O:27][CH2:28][CH3:29])[CH:23]=[CH:22][C:5]1=2. Reactant: [NH2:1][C:2]1[CH:23]=[CH:22][C:5]2[C:6](=[O:21])[C:7]3[C:8]([CH:19]=[CH:20][C:4]=2[CH:3]=1)=[N:9][CH:10]=[C:11]([C:13]1[CH:18]=[CH:17][CH:16]=[CH:15][CH:14]=1)[CH:12]=3.Cl[C:25]([O:27][CH2:28][CH3:29])=[O:26]. The catalyst class is: 537.